This data is from Reaction yield outcomes from USPTO patents with 853,638 reactions. The task is: Predict the reaction yield, written as a fraction of the theoretical maximum amount of product (1.0 means a 100% yield; for example, 0.34 means a 34% yield). (1) The product is [CH3:1][O:2][C:3]12[CH2:4][CH2:5][C:6]([NH:16][C:20](=[O:30])[O:47][CH2:46][C:40]3[CH:45]=[CH:44][CH:43]=[CH:42][CH:41]=3)([CH2:7][CH2:8]1)[CH2:9][CH2:10]2. The catalyst is O1CCOCC1. The yield is 0.960. The reactants are [CH3:1][O:2][C:3]12[CH2:10][CH2:9][C:6](C(O)=O)([CH2:7][CH2:8]1)[CH2:5][CH2:4]2.CC[N:16]([CH:20](C)C)C(C)C.C1(P(N=[N+]=[N-])(C2C=CC=CC=2)=[O:30])C=CC=CC=1.[C:40]1([CH2:46][OH:47])[CH:45]=[CH:44][CH:43]=[CH:42][CH:41]=1. (2) The catalyst is C(Cl)Cl. The product is [ClH:30].[F:27][C:25]1[CH:24]=[CH:23][C:22]([O:28][CH3:29])=[C:21]([CH:11]2[NH:12][CH2:13][C@H:9]([OH:8])[CH2:10]2)[CH:26]=1. The yield is 0.982. The reactants are [Si]([O:8][CH:9]1[CH2:13][N:12](C(OC(C)(C)C)=O)[C@@H:11]([C:21]2[CH:26]=[C:25]([F:27])[CH:24]=[CH:23][C:22]=2[O:28][CH3:29])[CH2:10]1)(C(C)(C)C)(C)C.[ClH:30].O1CCOCC1. (3) The yield is 0.680. The reactants are C[Si](Cl)(C)C.Br[CH2:7][C:8]([O:10][CH2:11][CH3:12])=[O:9].[CH2:13]([O:20][C:21]1[CH:22]=[C:23]([CH:43]=[CH:44][CH:45]=1)[O:24][C:25]1[CH:32]=[C:31]([B:33]2[O:37]C(C)(C)[C:35](C)(C)[O:34]2)[C:28](C=O)=[C:27]([CH3:42])[CH:26]=1)[C:14]1[CH:19]=[CH:18][CH:17]=[CH:16][CH:15]=1. The catalyst is C1COCC1.[Zn]. The product is [CH2:11]([O:10][C:8](=[O:9])[CH2:7][CH:35]1[O:34][B:33]([OH:37])[C:31]2[CH:32]=[C:25]([O:24][C:23]3[CH:43]=[CH:44][CH:45]=[C:21]([O:20][CH2:13][C:14]4[CH:15]=[CH:16][CH:17]=[CH:18][CH:19]=4)[CH:22]=3)[CH:26]=[C:27]([CH3:42])[C:28]1=2)[CH3:12]. (4) The reactants are Br[C:2]1[CH:3]=[C:4]2[C:9](=[CH:10][CH:11]=1)[N:8]=[C:7]([O:12][CH3:13])[CH:6]=[C:5]2[C:14]1[CH:19]=[CH:18][CH:17]=[C:16]([O:20][CH2:21][CH3:22])[CH:15]=1.[Cl:23][C:24]1[N:29]=[CH:28][C:27]([C:30]([C:32]2[N:33]([CH3:37])[CH:34]=[N:35][CH:36]=2)=[O:31])=[CH:26][CH:25]=1. No catalyst specified. The product is [Cl:23][C:24]1[N:29]=[CH:28][C:27]([C:30]([C:2]2[CH:3]=[C:4]3[C:9](=[CH:10][CH:11]=2)[N:8]=[C:7]([O:12][CH3:13])[CH:6]=[C:5]3[C:14]2[CH:19]=[CH:18][CH:17]=[C:16]([O:20][CH2:21][CH3:22])[CH:15]=2)([C:32]2[N:33]([CH3:37])[CH:34]=[N:35][CH:36]=2)[OH:31])=[CH:26][CH:25]=1. The yield is 0.520. (5) The reactants are [C:1]([O:5][C:6](=[O:21])[CH2:7][C@@H:8]([CH2:17][N:18]=[N+:19]=[N-:20])[CH2:9][C@H:10]([CH3:16])[CH2:11][CH2:12][CH2:13][CH2:14][CH3:15])([CH3:4])([CH3:3])[CH3:2].C(OC(=O)C[C@@H](COS(C1C=CC(C)=CC=1)(=O)=O)C[C@@H](C)CCCCC)(C)(C)C. No catalyst specified. The product is [C:1]([O:5][C:6](=[O:21])[CH2:7][C@@H:8]([CH2:17][N:18]=[N+:19]=[N-:20])[CH2:9][C@@H:10]([CH3:16])[CH2:11][CH2:12][CH2:13][CH2:14][CH3:15])([CH3:3])([CH3:4])[CH3:2]. The yield is 0.960. (6) The reactants are C[O:2][C:3]([C:5]1[CH:9]=[C:8]([C:10]2[CH:11]=[N:12][N:13]([CH3:15])[CH:14]=2)[N:7]([C:16]2[N:17]=[N:18][C:19](Cl)=[CH:20][CH:21]=2)[N:6]=1)=[O:4].[CH3:23][O-:24].[Na+].O.Cl. The catalyst is CO. The product is [CH3:23][O:24][C:19]1[N:18]=[N:17][C:16]([N:7]2[C:8]([C:10]3[CH:11]=[N:12][N:13]([CH3:15])[CH:14]=3)=[CH:9][C:5]([C:3]([OH:2])=[O:4])=[N:6]2)=[CH:21][CH:20]=1. The yield is 0.830. (7) The reactants are [C:1]([CH2:3][C:4]1[CH:22]=[CH:21][C:20]([N+:23]([O-])=O)=[CH:19][C:5]=1[CH2:6][N:7]([CH3:18])[C:8](=[O:17])[O:9][CH2:10][C:11]1[CH:16]=[CH:15][CH:14]=[CH:13][CH:12]=1)#[N:2].[Cl-].[NH4+]. The catalyst is CO.C1COCC1.[Zn]. The product is [NH2:23][C:20]1[CH:21]=[CH:22][C:4]([CH2:3][C:1]#[N:2])=[C:5]([CH:19]=1)[CH2:6][N:7]([CH3:18])[C:8](=[O:17])[O:9][CH2:10][C:11]1[CH:16]=[CH:15][CH:14]=[CH:13][CH:12]=1. The yield is 0.890.